From a dataset of NCI-60 drug combinations with 297,098 pairs across 59 cell lines. Regression. Given two drug SMILES strings and cell line genomic features, predict the synergy score measuring deviation from expected non-interaction effect. (1) Drug 1: C1=NC2=C(N=C(N=C2N1C3C(C(C(O3)CO)O)O)F)N. Drug 2: CCC1(CC2CC(C3=C(CCN(C2)C1)C4=CC=CC=C4N3)(C5=C(C=C6C(=C5)C78CCN9C7C(C=CC9)(C(C(C8N6C)(C(=O)OC)O)OC(=O)C)CC)OC)C(=O)OC)O.OS(=O)(=O)O. Cell line: HS 578T. Synergy scores: CSS=-0.986, Synergy_ZIP=0.507, Synergy_Bliss=0.423, Synergy_Loewe=-0.0892, Synergy_HSA=-0.247. (2) Drug 1: C1=NC2=C(N=C(N=C2N1C3C(C(C(O3)CO)O)O)F)N. Drug 2: C1CN1C2=NC(=NC(=N2)N3CC3)N4CC4. Cell line: HCT116. Synergy scores: CSS=38.7, Synergy_ZIP=3.40, Synergy_Bliss=3.97, Synergy_Loewe=-8.14, Synergy_HSA=4.07.